This data is from Catalyst prediction with 721,799 reactions and 888 catalyst types from USPTO. The task is: Predict which catalyst facilitates the given reaction. (1) The catalyst class is: 6. Product: [CH3:3][C:4]1[CH:12]=[CH:11][CH:10]=[C:6]([C:7]([OH:9])=[O:8])[C:5]=1[C:13]([OH:15])=[O:14]. Reactant: [Na+].[Na+].[CH3:3][C:4]1[CH:12]=[CH:11][CH:10]=[C:6]([C:7]([O-:9])=[O:8])[C:5]=1[C:13]([O-:15])=[O:14].[Mn]([O-])(=O)(=O)=O.[K+]. (2) Reactant: Cl.[CH2:2]([O:9][NH2:10])[C:3]1[CH:8]=[CH:7][CH:6]=[CH:5][CH:4]=1.Br[CH2:12][C:13]([O:15][C:16]([CH3:19])([CH3:18])[CH3:17])=[O:14].C(=O)([O-])[O-].[K+].[K+]. Product: [C:16]([O:15][C:13](=[O:14])[CH2:12][NH:10][O:9][CH2:2][C:3]1[CH:8]=[CH:7][CH:6]=[CH:5][CH:4]=1)([CH3:19])([CH3:18])[CH3:17]. The catalyst class is: 3. (3) Reactant: [CH3:1][S:2](Cl)(=[O:4])=[O:3].C(N(CC)C(C)C)(C)C.Cl.[NH:16]1[CH2:19][CH:18]([NH:20][C:21]([C:23]2[N:24]=[C:25]3[C:30]([C:31]([F:34])([F:33])[F:32])=[CH:29][C:28]([C:35]4[CH:39]=[CH:38][O:37][CH:36]=4)=[CH:27][N:26]3[C:40]=2[Cl:41])=[O:22])[CH2:17]1.O. Product: [CH3:1][S:2]([N:16]1[CH2:17][CH:18]([NH:20][C:21]([C:23]2[N:24]=[C:25]3[C:30]([C:31]([F:33])([F:32])[F:34])=[CH:29][C:28]([C:35]4[CH:39]=[CH:38][O:37][CH:36]=4)=[CH:27][N:26]3[C:40]=2[Cl:41])=[O:22])[CH2:19]1)(=[O:4])=[O:3]. The catalyst class is: 3. (4) Reactant: [Br:1][C:2]1[CH:17]=[C:5]2[N:6]=[C:7]([CH3:16])[C:8]([CH2:11][C:12]([O:14][CH3:15])=[O:13])=[C:9](Cl)[N:4]2[N:3]=1.CC1(C)C(C)(C)OB(C2C=C(C)C=CC=2OC(C(C)C=C)C)O1.BrC1C=C(N)NN=1.[CH2:48]([O:51][C:52]1([CH3:58])[CH2:57][CH2:56][NH:55][CH2:54][CH2:53]1)[CH:49]=[CH2:50].CCN(C(C)C)C(C)C. The catalyst class is: 18. Product: [CH2:48]([O:51][C:52]1([CH3:58])[CH2:53][CH2:54][N:55]([C:9]2[N:4]3[N:3]=[C:2]([Br:1])[CH:17]=[C:5]3[N:6]=[C:7]([CH3:16])[C:8]=2[CH2:11][C:12]([O:14][CH3:15])=[O:13])[CH2:56][CH2:57]1)[CH:49]=[CH2:50]. (5) Reactant: [CH2:1]([N:5]1[C:9](=[O:10])[N:8]([C:11]2[CH:16]=[CH:15][C:14]([N:17]3[CH2:22][CH2:21][N:20]([C:23]4[CH:28]=[CH:27][C:26]([O:29]C)=[CH:25][CH:24]=4)[CH2:19][CH2:18]3)=[CH:13][CH:12]=2)[CH:7]=[N:6]1)[CH:2]([CH3:4])[CH3:3]. Product: [OH:29][C:26]1[CH:27]=[CH:28][C:23]([N:20]2[CH2:19][CH2:18][N:17]([C:14]3[CH:13]=[CH:12][C:11]([N:8]4[C:9](=[O:10])[N:5]([CH2:1][CH:2]([CH3:4])[CH3:3])[N:6]=[CH:7]4)=[CH:16][CH:15]=3)[CH2:22][CH2:21]2)=[CH:24][CH:25]=1. The catalyst class is: 201. (6) Reactant: CC1[CH:3]=[C:4]([C:13]([CH3:17])([CH3:16])[C:14]#[N:15])[CH:5]=[C:6]([C:8]([CH3:12])([CH3:11])[C:9]#[N:10])[CH:7]=1.OS(O)(=O)=O.[CH3:23][C:24]([OH:26])=[O:25]. Product: [C:14]([C:13]([C:4]1[CH:3]=[C:23]([CH:7]=[C:6]([C:8]([C:9]#[N:10])([CH3:12])[CH3:11])[CH:5]=1)[C:24]([OH:26])=[O:25])([CH3:17])[CH3:16])#[N:15]. The catalyst class is: 6. (7) Product: [C:12]([O:11][C:9](=[O:10])[N:29]([CH:26]1[CH2:27][CH2:28][N:23]([CH2:16][C:17]2[CH:22]=[CH:21][CH:20]=[CH:19][CH:18]=2)[CH2:24][CH2:25]1)[CH2:30][C:31]1[N:32]=[CH:33][N:34]([C:36]([C:49]2[CH:50]=[CH:51][CH:52]=[CH:53][CH:54]=2)([C:43]2[CH:48]=[CH:47][CH:46]=[CH:45][CH:44]=2)[C:37]2[CH:38]=[CH:39][CH:40]=[CH:41][CH:42]=2)[CH:35]=1)([CH3:13])([CH3:14])[CH3:15]. Reactant: [C:9](O[C:9]([O:11][C:12]([CH3:15])([CH3:14])[CH3:13])=[O:10])([O:11][C:12]([CH3:15])([CH3:14])[CH3:13])=[O:10].[CH2:16]([N:23]1[CH2:28][CH2:27][CH:26]([NH:29][CH2:30][C:31]2[N:32]=[CH:33][N:34]([C:36]([C:49]3[CH:54]=[CH:53][CH:52]=[CH:51][CH:50]=3)([C:43]3[CH:48]=[CH:47][CH:46]=[CH:45][CH:44]=3)[C:37]3[CH:42]=[CH:41][CH:40]=[CH:39][CH:38]=3)[CH:35]=2)[CH2:25][CH2:24]1)[C:17]1[CH:22]=[CH:21][CH:20]=[CH:19][CH:18]=1. The catalyst class is: 8. (8) Product: [CH:20]([C:19]1[CH:18]=[CH:17][C:4]([O:5][C:6]2[CH:16]=[CH:15][C:9]([C:10]([O:12][CH2:13][CH3:14])=[O:11])=[CH:8][CH:7]=2)=[CH:3][C:2]=1[B:27]1[O:31][C:30]([CH3:33])([CH3:32])[C:29]([CH3:35])([CH3:34])[O:28]1)=[O:21]. Reactant: Br[C:2]1[CH:3]=[C:4]([CH:17]=[CH:18][C:19]=1[CH:20]=[O:21])[O:5][C:6]1[CH:16]=[CH:15][C:9]([C:10]([O:12][CH2:13][CH3:14])=[O:11])=[CH:8][CH:7]=1.CC([O-])=O.[K+].[B:27]1([B:27]2[O:31][C:30]([CH3:33])([CH3:32])[C:29]([CH3:35])([CH3:34])[O:28]2)[O:31][C:30]([CH3:33])([CH3:32])[C:29]([CH3:35])([CH3:34])[O:28]1.CCCCCC.CCOC(C)=O. The catalyst class is: 75. (9) Reactant: Br[C:2]1[C:7]([C:8]([F:11])([F:10])[F:9])=[CH:6][C:5]([NH:12][C:13]2[N:17]=[C:16]([NH2:18])[NH:15][N:14]=2)=[CH:4][C:3]=1[Cl:19].[O:20]1[CH2:23][CH:22]([NH:24][S:25]([C:28]2[CH:33]=[CH:32][C:31](B3OC(C)(C)C(C)(C)O3)=[CH:30][CH:29]=2)(=[O:27])=[O:26])[CH2:21]1.C(=O)([O-])[O-].[Na+].[Na+].O. Product: [NH2:18][C:16]1[NH:15][N:14]=[C:13]([NH:12][C:5]2[CH:6]=[C:7]([C:8]([F:11])([F:10])[F:9])[C:2]([C:31]3[CH:32]=[CH:33][C:28]([S:25]([NH:24][CH:22]4[CH2:23][O:20][CH2:21]4)(=[O:27])=[O:26])=[CH:29][CH:30]=3)=[C:3]([Cl:19])[CH:4]=2)[N:17]=1. The catalyst class is: 73.